From a dataset of Full USPTO retrosynthesis dataset with 1.9M reactions from patents (1976-2016). Predict the reactants needed to synthesize the given product. (1) Given the product [F:33][C:2]([F:1])([F:32])[O:3][C:4]1[CH:31]=[CH:30][C:7]([CH2:8][NH:9][C:10]([C@H:12]2[CH2:17][N:16]([C:35]3[S:36][C:37]4[C:42]([Cl:43])=[N:41][C:40]([CH:44]5[CH2:45][CH2:46]5)=[N:39][C:38]=4[N:47]=3)[CH2:15][CH2:14][N:13]2[S:18]([C:21]2[CH:26]=[CH:25][C:24]([CH:27]3[CH2:28][CH2:29]3)=[CH:23][CH:22]=2)(=[O:19])=[O:20])=[O:11])=[CH:6][CH:5]=1, predict the reactants needed to synthesize it. The reactants are: [F:1][C:2]([F:33])([F:32])[O:3][C:4]1[CH:31]=[CH:30][C:7]([CH2:8][NH:9][C:10]([C@H:12]2[CH2:17][NH:16][CH2:15][CH2:14][N:13]2[S:18]([C:21]2[CH:26]=[CH:25][C:24]([CH:27]3[CH2:29][CH2:28]3)=[CH:23][CH:22]=2)(=[O:20])=[O:19])=[O:11])=[CH:6][CH:5]=1.Cl[C:35]1[S:36][C:37]2[C:42]([Cl:43])=[N:41][C:40]([CH:44]3[CH2:46][CH2:45]3)=[N:39][C:38]=2[N:47]=1.C(N(CC)C(C)C)(C)C. (2) Given the product [CH:6]1([CH2:9][N:10]2[C:14]([C:17](=[O:19])[CH3:18])=[N:13][CH:12]=[N:11]2)[CH2:8][CH2:7]1, predict the reactants needed to synthesize it. The reactants are: C([Li])CCC.[CH:6]1([CH2:9][N:10]2[CH:14]=[N:13][CH:12]=[N:11]2)[CH2:8][CH2:7]1.CN(C)[C:17](=[O:19])[CH3:18]. (3) Given the product [F:30][C:24]1[CH:25]=[C:26]([F:29])[CH:27]=[CH:28][C:23]=1[C:15]([OH:22])([CH2:16][N:17]1[CH:21]=[N:20][N:19]=[N:18]1)[C:14]([F:31])([F:32])[C:11]1[CH:10]=[CH:9][C:8]([O:7][CH2:38][C:37]([F:41])([F:40])[F:36])=[CH:13][N:12]=1, predict the reactants needed to synthesize it. The reactants are: ClC1C=CC(C[O:7][C:8]2[CH:9]=[CH:10][C:11]([C:14]([F:32])([F:31])[C:15]([C:23]3[CH:28]=[CH:27][C:26]([F:29])=[CH:25][C:24]=3[F:30])([OH:22])[CH2:16][N:17]3[CH:21]=[N:20][N:19]=[N:18]3)=[N:12][CH:13]=2)=C(F)C=1.[F:36][C:37]([F:41])([F:40])[CH2:38]I. (4) Given the product [NH:50]1[C:54]2[CH:55]=[CH:56][CH:57]=[CH:58][C:53]=2[N:52]=[C:51]1[C:59]1[CH:64]=[CH:63][C:62]([NH:65][C:23]([C:18]2[C:19](=[O:22])[O:20][C:21]3[C:16]([CH:17]=2)=[CH:15][CH:14]=[CH:13][C:12]=3[O:11][CH3:10])=[O:25])=[CH:61][CH:60]=1, predict the reactants needed to synthesize it. The reactants are: CCN(C(C)C)C(C)C.[CH3:10][O:11][C:12]1[CH:13]=[CH:14][CH:15]=[C:16]2[C:21]=1[O:20][C:19](=[O:22])[C:18]([C:23]([OH:25])=O)=[CH:17]2.CN(C(ON1N=NC2C=CC=NC1=2)=[N+](C)C)C.F[P-](F)(F)(F)(F)F.[NH:50]1[C:54]2[CH:55]=[CH:56][CH:57]=[CH:58][C:53]=2[N:52]=[C:51]1[C:59]1[CH:64]=[CH:63][C:62]([NH2:65])=[CH:61][CH:60]=1. (5) Given the product [C:14]([O:17][C:18]([NH:1][C@@H:2]([CH3:5])[CH2:3][OH:4])=[O:19])([CH3:16])([CH3:15])[CH3:13], predict the reactants needed to synthesize it. The reactants are: [NH2:1][C@@H:2]([CH3:5])[CH2:3][OH:4].CCN(CC)CC.[CH3:13][C:14]([O:17][C:18](O[C:18]([O:17][C:14]([CH3:16])([CH3:15])[CH3:13])=[O:19])=[O:19])([CH3:16])[CH3:15].O.